Dataset: Catalyst prediction with 721,799 reactions and 888 catalyst types from USPTO. Task: Predict which catalyst facilitates the given reaction. (1) Reactant: Br[CH2:2][CH:3]([OH:16])[CH2:4][O:5][C:6]1[C:11](OC)=[CH:10][C:9]([F:14])=[CH:8][C:7]=1[F:15].[OH-:17].[K+].Cl. Product: [F:15][C:7]1[C:6]2[O:5][CH2:4][CH:3]([CH2:2][OH:17])[O:16][C:11]=2[CH:10]=[C:9]([F:14])[CH:8]=1. The catalyst class is: 88. (2) Reactant: [OH:1][C:2]1[C:3]([C:12]([O:14]C)=O)=[N:4][CH:5]=[C:6]2[C:11]=1[N:10]=[CH:9][CH:8]=[CH:7]2.[N:16]1[CH:21]=[CH:20][C:19]([CH2:22][NH2:23])=[CH:18][CH:17]=1. Product: [OH:1][C:2]1[C:3]([C:12]([NH:23][CH2:22][C:19]2[CH:20]=[CH:21][N:16]=[CH:17][CH:18]=2)=[O:14])=[N:4][CH:5]=[C:6]2[C:11]=1[N:10]=[CH:9][CH:8]=[CH:7]2. The catalyst class is: 11. (3) Reactant: [CH3:1][CH2:2][N:3]([CH2:6][CH2:7][NH:8][C:9]([C:11]1[C:15]([CH3:16])=[C:14](/[CH:17]=[C:18]2/[C:19]3[CH:24]=[C:23]([F:25])[CH:22]=[CH:21][C:20]=3[NH:26][C:27]/2=[O:28])[NH:13][C:12]=1[CH3:29])=[O:10])[CH2:4][CH3:5].[C:30]([OH:38])(=[O:37])[C@H:31]([CH2:33][C:34]([OH:36])=[O:35])[OH:32]. Product: [CH3:1][CH2:2][N:3]([CH2:6][CH2:7][NH:8][C:9]([C:11]1[C:15]([CH3:16])=[C:14](/[CH:17]=[C:18]2/[C:19]3[CH:24]=[C:23]([F:25])[CH:22]=[CH:21][C:20]=3[NH:26][C:27]/2=[O:28])[NH:13][C:12]=1[CH3:29])=[O:10])[CH2:4][CH3:5].[CH2:33]([C:34]([OH:36])=[O:35])[C@H:31]([OH:32])[C:30]([OH:38])=[O:37]. The catalyst class is: 6.